From a dataset of Reaction yield outcomes from USPTO patents with 853,638 reactions. Predict the reaction yield, written as a fraction of the theoretical maximum amount of product (1.0 means a 100% yield; for example, 0.34 means a 34% yield). (1) The reactants are Cl.[NH2:2][C@H:3]([C:5]1[C:6](=[O:16])[NH:7][C:8]2[C:13]([CH:14]=1)=[CH:12][C:11]([Cl:15])=[CH:10][CH:9]=2)[CH3:4].[CH3:17][O:18][C:19](=[O:28])[NH:20][C:21]1[CH:26]=[CH:25][N:24]=[C:23](Cl)[N:22]=1.CCN(C(C)C)C(C)C.O. The catalyst is CS(C)=O. The product is [CH3:17][O:18][C:19](=[O:28])[NH:20][C:21]1[CH:26]=[CH:25][N:24]=[C:23]([NH:2][C@H:3]([C:5]2[C:6](=[O:16])[NH:7][C:8]3[C:13]([CH:14]=2)=[CH:12][C:11]([Cl:15])=[CH:10][CH:9]=3)[CH3:4])[N:22]=1. The yield is 0.00569. (2) The yield is 0.280. The product is [NH:21]1[C:22]2[C:18](=[C:17]([NH:16][CH:15]3[C:9]4[C:8](=[CH:13][CH:12]=[CH:11][CH:10]=4)[C:5]([CH3:7])([CH3:6])[CH2:4][C:3]3([C:2]([F:1])([F:26])[F:27])[OH:14])[CH:25]=[CH:24][CH:23]=2)[CH:19]=[N:20]1. The reactants are [F:1][C:2]([F:27])([F:26])[C:3]([CH:15]=[N:16][C:17]1[CH:25]=[CH:24][CH:23]=[C:22]2[C:18]=1[CH:19]=[N:20][NH:21]2)([OH:14])[CH2:4][C:5]([C:8]1[CH:13]=[CH:12][CH:11]=[CH:10][CH:9]=1)([CH3:7])[CH3:6].C(=O)(O)[O-].[Na+]. The catalyst is ClCCl.[Ti](Cl)(Cl)(Cl)Cl.